This data is from Forward reaction prediction with 1.9M reactions from USPTO patents (1976-2016). The task is: Predict the product of the given reaction. (1) Given the reactants C(NC1C(N)=CC(S(C(F)(F)F)(=O)=O)=CC=1)C.C(OC(=O)C(=O)C(OCC)=O)C.C([O:35][C:36]([C:38]1[N:42]([CH2:43][CH3:44])[C:41]2[CH:45]=[CH:46][C:47]([S:49]([C:52]([F:55])([F:54])[F:53])(=[O:51])=[O:50])=[CH:48][C:40]=2[N:39]=1)=[O:37])CCCC, predict the reaction product. The product is: [CH2:43]([N:42]1[C:41]2[CH:45]=[CH:46][C:47]([S:49]([C:52]([F:54])([F:53])[F:55])(=[O:50])=[O:51])=[CH:48][C:40]=2[N:39]=[C:38]1[C:36]([OH:37])=[O:35])[CH3:44]. (2) Given the reactants [F:1][C:2]1[CH:7]=[CH:6][C:5]([CH2:8][N:9]2[C:17]3[C:12](=[CH:13][CH:14]=[CH:15][CH:16]=3)[C:11]([O:18][CH2:19][C:20]3[CH:25]=[CH:24][CH:23]=[CH:22][CH:21]=3)=[C:10]2C(O)=O)=[CH:4][CH:3]=1.CCN(C(C)C)C(C)C.CS(Cl)(=O)=O.[NH2:43][CH2:44][C:45]1[CH:46]=[N:47][CH:48]=[CH:49][CH:50]=1.C1C[O:54][CH2:53]C1, predict the reaction product. The product is: [F:1][C:2]1[CH:7]=[CH:6][C:5]([CH2:8][N:9]2[C:17]3[C:12](=[CH:13][CH:14]=[CH:15][CH:16]=3)[C:11]([O:18][CH2:19][C:20]3[CH:25]=[CH:24][CH:23]=[CH:22][CH:21]=3)=[C:10]2[N:43]([CH2:44][C:45]2[CH:46]=[N:47][CH:48]=[CH:49][CH:50]=2)[CH:53]=[O:54])=[CH:4][CH:3]=1.